This data is from NCI-60 drug combinations with 297,098 pairs across 59 cell lines. The task is: Regression. Given two drug SMILES strings and cell line genomic features, predict the synergy score measuring deviation from expected non-interaction effect. Drug 1: CNC(=O)C1=CC=CC=C1SC2=CC3=C(C=C2)C(=NN3)C=CC4=CC=CC=N4. Drug 2: C1=CC=C(C=C1)NC(=O)CCCCCCC(=O)NO. Cell line: CCRF-CEM. Synergy scores: CSS=34.1, Synergy_ZIP=-8.02, Synergy_Bliss=-7.92, Synergy_Loewe=-18.5, Synergy_HSA=-7.25.